From a dataset of Forward reaction prediction with 1.9M reactions from USPTO patents (1976-2016). Predict the product of the given reaction. (1) Given the reactants [NH2:1][C:2]1[CH:7]=[C:6](Cl)[N:5]=[C:4]([S:9][CH3:10])[N:3]=1.[F:11][C:12]([F:23])([F:22])[C:13]1[CH:14]=[C:15](B(O)O)[CH:16]=[CH:17][CH:18]=1.C(=O)([O-])[O-].[K+].[K+].C(OCC)(=O)C, predict the reaction product. The product is: [CH3:10][S:9][C:4]1[N:3]=[C:2]([NH2:1])[CH:7]=[C:6]([C:17]2[CH:16]=[CH:15][CH:14]=[C:13]([C:12]([F:23])([F:22])[F:11])[CH:18]=2)[N:5]=1. (2) Given the reactants [CH3:1][C:2]1[CH:10]=[CH:9][C:5]([C:6]([OH:8])=[O:7])=[C:4]([SH:11])[CH:3]=1.Cl.[CH3:13]O, predict the reaction product. The product is: [CH3:1][C:2]1[CH:10]=[CH:9][C:5]([C:6]([O:8][CH3:13])=[O:7])=[C:4]([SH:11])[CH:3]=1. (3) Given the reactants CC1(C)C2C(=C(P(C3C=CC=CC=3)C3C=CC=CC=3)C=CC=2)OC2C(P(C3C=CC=CC=3)C3C=CC=CC=3)=CC=CC1=2.[C:43]([O:47][C:48](=[O:54])[CH2:49][NH:50][C:51]([NH2:53])=[O:52])([CH3:46])([CH3:45])[CH3:44].C([O-])([O-])=O.[Cs+].[Cs+].C[O:62][C:63](=O)[C:64]1[CH:69]=[CH:68][N:67]=[CH:66][C:65]=1Br, predict the reaction product. The product is: [C:43]([O:47][C:48](=[O:54])[CH2:49][N:50]1[C:63](=[O:62])[C:64]2[CH:65]=[CH:66][N:67]=[CH:68][C:69]=2[NH:53][C:51]1=[O:52])([CH3:46])([CH3:44])[CH3:45]. (4) Given the reactants Br[CH2:2][C:3]([O:5][CH2:6][CH3:7])=[O:4].[Br:8][C:9]1[CH:14]=[C:13]([CH3:15])[C:12]([OH:16])=[C:11]([CH3:17])[CH:10]=1.C([O-])(=O)C.[K+].O, predict the reaction product. The product is: [CH2:6]([O:5][C:3](=[O:4])[CH2:2][O:16][C:12]1[C:13]([CH3:15])=[CH:14][C:9]([Br:8])=[CH:10][C:11]=1[CH3:17])[CH3:7]. (5) Given the reactants [Si:1]([O:8][CH2:9][CH2:10][NH:11][C:12]1[CH:17]=[CH:16][C:15]([NH:18][C:19]([C:21]2[C:26]([NH:27][C:28](=[O:36])[C:29]3[CH:34]=[CH:33][C:32]([Cl:35])=[CH:31][CH:30]=3)=[N:25][CH:24]=[CH:23][N:22]=2)=[O:20])=[CH:14][CH:13]=1)([C:4]([CH3:7])([CH3:6])[CH3:5])([CH3:3])[CH3:2].[N:37]#[C:38]Br.C(=O)(O)[O-].[Na+], predict the reaction product. The product is: [Si:1]([O:8][CH2:9][CH2:10][N:11]([C:38]#[N:37])[C:12]1[CH:13]=[CH:14][C:15]([NH:18][C:19]([C:21]2[C:26]([NH:27][C:28](=[O:36])[C:29]3[CH:30]=[CH:31][C:32]([Cl:35])=[CH:33][CH:34]=3)=[N:25][CH:24]=[CH:23][N:22]=2)=[O:20])=[CH:16][CH:17]=1)([C:4]([CH3:7])([CH3:5])[CH3:6])([CH3:3])[CH3:2].